From a dataset of Forward reaction prediction with 1.9M reactions from USPTO patents (1976-2016). Predict the product of the given reaction. (1) Given the reactants C(OC(=O)[NH:7][CH2:8][C:9]1[CH:14]=[C:13]([CH:15]=[CH2:16])[C:12]([NH:17][S:18]([CH3:21])(=[O:20])=[O:19])=[C:11]([Cl:22])[CH:10]=1)(C)(C)C, predict the reaction product. The product is: [NH2:7][CH2:8][C:9]1[CH:14]=[C:13]([CH:15]=[CH2:16])[C:12]([NH:17][S:18]([CH3:21])(=[O:20])=[O:19])=[C:11]([Cl:22])[CH:10]=1. (2) Given the reactants [Cl:1][C:2]1[CH:7]=[CH:6][C:5](/[C:8](/[C:25]2[CH:30]=[CH:29][C:28]([C:31]#[C:32][CH2:33][N:34]3[CH2:39][CH2:38][N:37]([CH3:40])[CH2:36][CH2:35]3)=[CH:27][CH:26]=2)=[CH:9]/[CH2:10][O:11][C:12]2[CH:23]=[CH:22][C:15]([O:16][CH2:17][C:18]([O:20]C)=[O:19])=[C:14]([CH3:24])[CH:13]=2)=[CH:4][CH:3]=1.O.[OH-].[Li+], predict the reaction product. The product is: [Cl:1][C:2]1[CH:7]=[CH:6][C:5](/[C:8](/[C:25]2[CH:30]=[CH:29][C:28]([C:31]#[C:32][CH2:33][N:34]3[CH2:35][CH2:36][N:37]([CH3:40])[CH2:38][CH2:39]3)=[CH:27][CH:26]=2)=[CH:9]/[CH2:10][O:11][C:12]2[CH:23]=[CH:22][C:15]([O:16][CH2:17][C:18]([OH:20])=[O:19])=[C:14]([CH3:24])[CH:13]=2)=[CH:4][CH:3]=1. (3) The product is: [NH2:22][C:21]1[N:23]=[C:3]([C:5]2[O:6][CH:7]=[C:8]([C:10]#[N:11])[CH:9]=2)[C:8]([C:10]#[N:11])=[C:7]([S:26][CH3:24])[N:20]=1. Given the reactants CO[C:3]([C:5]1[O:6][CH:7]=[C:8]([C:10]#[N:11])[CH:9]=1)=O.[H-].[Na+].CI.[N+]([O-])(O)=O.[NH2:20][C:21]([NH2:23])=[NH:22].[C:24](=[S:26])=S, predict the reaction product.